From a dataset of Catalyst prediction with 721,799 reactions and 888 catalyst types from USPTO. Predict which catalyst facilitates the given reaction. (1) Reactant: [C:1]([C:4]1[CH:5]=[C:6]2[C:10](=[CH:11][CH:12]=1)[NH:9][C:8](=[O:13])[CH2:7]2)([OH:3])=[O:2].[NH:14]1[C:22]2[C:17](=[CH:18][CH:19]=[CH:20][CH:21]=2)[CH:16]=[C:15]1[CH:23]=O. Product: [NH:14]1[C:22]2[C:17](=[CH:18][CH:19]=[CH:20][CH:21]=2)[CH:16]=[C:15]1[CH:23]=[C:7]1[C:6]2[C:10](=[CH:11][CH:12]=[C:4]([C:1]([OH:3])=[O:2])[CH:5]=2)[NH:9][C:8]1=[O:13]. The catalyst class is: 495. (2) Reactant: Cl[C:2]1[N:10]=[C:9]2[C:5]([N:6]=[CH:7][N:8]2[CH2:11][O:12][CH2:13][CH2:14][Si:15]([CH3:18])([CH3:17])[CH3:16])=[C:4]([C:19]2[O:20][CH:21]=[CH:22][CH:23]=2)[N:3]=1.[CH3:24][O-:25].[Na+]. Product: [O:20]1[CH:21]=[CH:22][CH:23]=[C:19]1[C:4]1[N:3]=[C:2]([O:25][CH3:24])[N:10]=[C:9]2[C:5]=1[N:6]=[CH:7][N:8]2[CH2:11][O:12][CH2:13][CH2:14][Si:15]([CH3:18])([CH3:17])[CH3:16]. The catalyst class is: 5. (3) Reactant: [CH3:1][C:2]1[CH:7]=[C:6]([C:8]([O:10][CH:11]([CH3:13])[CH3:12])=[O:9])[CH:5]=[CH:4][N:3]=1.[Br:14][CH2:15][C:16](=[O:21])[CH2:17][CH2:18][CH2:19][CH3:20]. Product: [Br-:14].[CH3:1][C:2]1[CH:7]=[C:6]([C:8]([O:10][CH:11]([CH3:13])[CH3:12])=[O:9])[CH:5]=[CH:4][N+:3]=1[CH2:15][C:16](=[O:21])[CH2:17][CH2:18][CH2:19][CH3:20]. The catalyst class is: 131. (4) Reactant: [NH2:1][C:2]1[C:3]([F:19])=[C:4]([CH:16]=[CH:17][CH:18]=1)[CH2:5][N:6]1[CH2:11][CH2:10][N:9]([C:12]([O:14][CH3:15])=[O:13])[CH2:8][CH2:7]1.C(#N)C.[Cl:23][C:24]([O:26][C:27]1[CH:32]=[CH:31][CH:30]=[CH:29][CH:28]=1)=[O:25]. Product: [ClH:23].[F:19][C:3]1[C:2]([NH:1][C:24]([O:26][C:27]2[CH:32]=[CH:31][CH:30]=[CH:29][CH:28]=2)=[O:25])=[CH:18][CH:17]=[CH:16][C:4]=1[CH2:5][N:6]1[CH2:11][CH2:10][N:9]([C:12]([O:14][CH3:15])=[O:13])[CH2:8][CH2:7]1. The catalyst class is: 60. (5) Reactant: Cl[CH2:2][CH2:3][CH2:4][CH2:5][O:6][C:7]1[CH:16]=[C:15]2[C:10]([C:11]([O:17][C:18]3[CH:23]=[CH:22][C:21]([CH3:24])=[CH:20][C:19]=3[C:25]([C:27]3[CH:32]=[CH:31][CH:30]=[CH:29][CH:28]=3)=[O:26])=[CH:12][CH:13]=[N:14]2)=[CH:9][C:8]=1[O:33][CH3:34].[N:35]1([CH:40]2[CH2:45][CH2:44][NH:43][CH2:42][CH2:41]2)[CH2:39][CH2:38][CH2:37][CH2:36]1.C(=O)([O-])[O-].[K+].[K+].O. Product: [CH3:24][C:21]1[CH:22]=[CH:23][C:18]([O:17][C:11]2[C:10]3[C:15](=[CH:16][C:7]([O:6][CH2:5][CH2:4][CH2:3][CH2:2][N:43]4[CH2:44][CH2:45][CH:40]([N:35]5[CH2:39][CH2:38][CH2:37][CH2:36]5)[CH2:41][CH2:42]4)=[C:8]([O:33][CH3:34])[CH:9]=3)[N:14]=[CH:13][CH:12]=2)=[C:19]([C:25]([C:27]2[CH:32]=[CH:31][CH:30]=[CH:29][CH:28]=2)=[O:26])[CH:20]=1. The catalyst class is: 9. (6) Reactant: [C:1]([Cl:9])(=[O:8])[C:2]1[CH:7]=[CH:6][CH:5]=[CH:4][CH:3]=1.[N:10]1[CH:15]=[C:14]([NH2:16])[CH:13]=[CH:12][C:11]=1[NH2:17]. Product: [ClH:9].[NH2:17][C:11]1[N:10]=[CH:15][C:14]([NH:16][C:1](=[O:8])[C:2]2[CH:7]=[CH:6][CH:5]=[CH:4][CH:3]=2)=[CH:13][CH:12]=1. The catalyst class is: 1. (7) Reactant: C([O:3][C:4]([C@:6]1([NH:23][C:24]([O:26][C:27]([CH3:30])([CH3:29])[CH3:28])=[O:25])[CH2:11][C@H:10]([S:12][C:13]2[N:17]=[CH:16][NH:15][N:14]=2)[C@@H:9]2[C@H:7]1[C@H:8]2[C:18]([O:20]CC)=[O:19])=[O:5])C.[OH-].[Li+]. Product: [C:27]([O:26][C:24]([NH:23][C@@:6]1([C:4]([OH:5])=[O:3])[CH2:11][C@H:10]([S:12][C:13]2[N:17]=[CH:16][NH:15][N:14]=2)[C@@H:9]2[C@H:7]1[C@H:8]2[C:18]([OH:20])=[O:19])=[O:25])([CH3:30])([CH3:28])[CH3:29]. The catalyst class is: 7. (8) Reactant: [NH2:1][C:2]1[CH:3]=[C:4]([C:23]2[CH:28]=[CH:27][C:26]([O:29][CH3:30])=[CH:25][CH:24]=2)[CH:5]=[CH:6][C:7]=1[C:8]([NH:10][C@H:11]([C:19]([O:21][CH3:22])=[O:20])[C@@H:12]([CH3:18])[O:13][C:14]([CH3:17])([CH3:16])[CH3:15])=[O:9].[CH:31]1([C:34]2[CH:35]=[C:36]([CH3:44])[C:37]([N:41]=[C:42]=[O:43])=[C:38]([CH3:40])[CH:39]=2)[CH2:33][CH2:32]1.C(N(CC)CC)C.CCOC(C)=O.CCCCCC. Product: [CH:31]1([C:34]2[CH:35]=[C:36]([CH3:44])[C:37]([NH:41][C:42]([NH:1][C:2]3[CH:3]=[C:4]([C:23]4[CH:24]=[CH:25][C:26]([O:29][CH3:30])=[CH:27][CH:28]=4)[CH:5]=[CH:6][C:7]=3[C:8]([NH:10][C@H:11]([C:19]([O:21][CH3:22])=[O:20])[C@@H:12]([CH3:18])[O:13][C:14]([CH3:16])([CH3:17])[CH3:15])=[O:9])=[O:43])=[C:38]([CH3:40])[CH:39]=2)[CH2:32][CH2:33]1. The catalyst class is: 3. (9) Reactant: [CH2:1]([N:8]([CH2:14]OC)[CH2:9][Si](C)(C)C)[C:2]1[CH:7]=[CH:6][CH:5]=[CH:4][CH:3]=1.[C:17]1(=[O:23])[NH:21][C:20](=[O:22])[CH:19]=[CH:18]1.FC(F)(F)C(O)=O. Product: [CH2:1]([N:8]1[CH2:9][C@@H:19]2[C:20](=[O:22])[NH:21][C:17](=[O:23])[C@@H:18]2[CH2:14]1)[C:2]1[CH:3]=[CH:4][CH:5]=[CH:6][CH:7]=1. The catalyst class is: 4.